From a dataset of Full USPTO retrosynthesis dataset with 1.9M reactions from patents (1976-2016). Predict the reactants needed to synthesize the given product. (1) Given the product [CH2:13]([NH:12][C:6]1([C:10]#[N:11])[CH2:7][CH2:8][CH2:9][CH2:5]1)[CH3:14], predict the reactants needed to synthesize it. The reactants are: COCO[CH:5]1[CH2:9][CH2:8][CH2:7][C:6]1([NH:12][CH3:13])[C:10]#[N:11].[C:14]1(=O)CCCC1. (2) Given the product [C:2]1([CH:8]([N:10]2[CH2:14][CH:13]([CH2:15][NH:16][CH:17]([C:19]3[CH:24]=[CH:23][CH:22]=[CH:21][CH:20]=3)[CH3:18])[O:12][C:11]2=[O:25])[CH3:9])[CH:3]=[CH:4][CH:5]=[CH:6][CH:7]=1, predict the reactants needed to synthesize it. The reactants are: Cl.[C:2]1([CH:8]([N:10]2[CH2:14][CH:13]([CH2:15][NH:16][CH:17]([C:19]3[CH:24]=[CH:23][CH:22]=[CH:21][CH:20]=3)[CH3:18])[O:12][C:11]2=[O:25])[CH3:9])[CH:7]=[CH:6][CH:5]=[CH:4][CH:3]=1. (3) Given the product [ClH:30].[C:24]1([C:10]2[C:11]3[C:16](=[CH:15][C:14]([NH:17][C:18]4[CH:19]=[N:20][CH:21]=[CH:22][CH:23]=4)=[CH:13][CH:12]=3)[NH:8][N:9]=2)[CH:25]=[CH:26][CH:27]=[CH:28][CH:29]=1, predict the reactants needed to synthesize it. The reactants are: C(OC([N:8]1[C:16]2[C:11](=[CH:12][CH:13]=[C:14]([NH:17][C:18]3[CH:19]=[N:20][CH:21]=[CH:22][CH:23]=3)[CH:15]=2)[C:10]([C:24]2[CH:29]=[CH:28][CH:27]=[CH:26][CH:25]=2)=[N:9]1)=O)(C)(C)C.[ClH:30].